From a dataset of Reaction yield outcomes from USPTO patents with 853,638 reactions. Predict the reaction yield, written as a fraction of the theoretical maximum amount of product (1.0 means a 100% yield; for example, 0.34 means a 34% yield). (1) The yield is 0.890. The product is [Br:1][C:2]1[CH:3]=[CH:4][CH:5]=[C:6]([N:8]=[C:15]=[S:16])[N:7]=1. The catalyst is C(Cl)(Cl)Cl. The reactants are [Br:1][C:2]1[N:7]=[C:6]([NH2:8])[CH:5]=[CH:4][CH:3]=1.C(=O)(O)[O-].[Na+].O.[C:15](Cl)(Cl)=[S:16]. (2) The reactants are Br[C:2](=[C:6]1[C:12]2[CH:13]=[CH:14][C:15]([Cl:17])=[CH:16][C:11]=2[CH2:10][CH2:9][C:8]2[CH:18]=[CH:19][CH:20]=[CH:21][C:7]1=2)[CH2:3][O:4][CH3:5].CC1(C)C(C)(C)OB([C:30]2[CH:31]=[C:32]([NH:36][S:37]([CH3:40])(=[O:39])=[O:38])[CH:33]=[CH:34][CH:35]=2)O1.C([O-])([O-])=O.[Na+].[Na+]. No catalyst specified. The product is [Cl:17][C:15]1[CH:14]=[CH:13][C:12]2[C:6](=[C:2]([C:30]3[CH:31]=[C:32]([NH:36][S:37]([CH3:40])(=[O:38])=[O:39])[CH:33]=[CH:34][CH:35]=3)[CH2:3][O:4][CH3:5])[C:7]3[CH:21]=[CH:20][CH:19]=[CH:18][C:8]=3[CH2:9][CH2:10][C:11]=2[CH:16]=1. The yield is 0.620.